The task is: Regression. Given a peptide amino acid sequence and an MHC pseudo amino acid sequence, predict their binding affinity value. This is MHC class II binding data.. This data is from Peptide-MHC class II binding affinity with 134,281 pairs from IEDB. The MHC is DRB1_0101 with pseudo-sequence DRB1_0101. The binding affinity (normalized) is 0.613. The peptide sequence is NTARLMAGAGPAPML.